Task: Predict the reaction yield, written as a fraction of the theoretical maximum amount of product (1.0 means a 100% yield; for example, 0.34 means a 34% yield).. Dataset: Reaction yield outcomes from USPTO patents with 853,638 reactions (1) The reactants are C(=O)([O-])[O-].[K+].[K+].[Br:7][C:8]1[CH:13]=[CH:12][C:11]([N+:14]([O-:16])=[O:15])=[C:10](F)[CH:9]=1.[F:18][C:19]1[CH:24]=[CH:23][C:22]([C:25](=[O:32])[CH2:26][C:27]([O:29][CH2:30][CH3:31])=[O:28])=[CH:21][CH:20]=1.Cl. The catalyst is CS(C)=O. The product is [Br:7][C:8]1[CH:13]=[CH:12][C:11]([N+:14]([O-:16])=[O:15])=[C:10]([C:26](=[C:25]([C:22]2[CH:23]=[CH:24][C:19]([F:18])=[CH:20][CH:21]=2)[OH:32])[C:27]([O:29][CH2:30][CH3:31])=[O:28])[CH:9]=1. The yield is 1.05. (2) The reactants are [F:1][C:2]1[CH:10]=[C:9]([C:11]2[CH:16]=[CH:15][C:14]([O:17][CH2:18][CH:19]3[CH2:24][CH2:23][N:22]([CH2:25][C:26]([F:29])([CH3:28])[CH3:27])[CH2:21][CH2:20]3)=[CH:13][N:12]=2)[CH:8]=[CH:7][C:3]=1[C:4](O)=[O:5].[NH:30]1[CH2:37][CH2:36][CH2:35][C@H:31]1[C:32]([NH2:34])=[O:33].F[P-](F)(F)(F)(F)F.N1(O[P+](N(C)C)(N(C)C)N(C)C)C2C=CC=CC=2N=N1.[NH4+].[Cl-]. The catalyst is CN(C=O)C. The product is [F:1][C:2]1[CH:10]=[C:9]([C:11]2[CH:16]=[CH:15][C:14]([O:17][CH2:18][CH:19]3[CH2:20][CH2:21][N:22]([CH2:25][C:26]([F:29])([CH3:28])[CH3:27])[CH2:23][CH2:24]3)=[CH:13][N:12]=2)[CH:8]=[CH:7][C:3]=1[C:4]([N:30]1[CH2:37][CH2:36][CH2:35][C@H:31]1[C:32]([NH2:34])=[O:33])=[O:5]. The yield is 0.350.